Dataset: Reaction yield outcomes from USPTO patents with 853,638 reactions. Task: Predict the reaction yield, written as a fraction of the theoretical maximum amount of product (1.0 means a 100% yield; for example, 0.34 means a 34% yield). (1) The reactants are [NH:1](C(OCC1C2C(=CC=CC=2)C2C1=CC=CC=2)=O)[C@H:2]([C:15]([NH:17][C@H:18]([C:31]([NH:33][C@H:34]([C:50]([O:52][CH3:53])=[O:51])[CH2:35][CH2:36][CH2:37][CH2:38][NH:39][C:40]([O:42][CH2:43][C:44]1[CH:49]=[CH:48][CH:47]=[CH:46][CH:45]=1)=[O:41])=[O:32])[CH2:19][CH2:20][CH2:21][CH2:22][NH:23][C:24]([O:26][C:27]([CH3:30])([CH3:29])[CH3:28])=[O:25])=[O:16])[CH2:3][CH2:4][CH2:5][CH2:6][NH:7][C:8]([O:10][C:11]([CH3:14])([CH3:13])[CH3:12])=[O:9].CNC.[NH:74]([C:94]([O:96][C:97]([CH3:100])([CH3:99])[CH3:98])=[O:95])[C@H:75]([C:91](O)=[O:92])[CH2:76][CH2:77][CH2:78][CH2:79][NH:80][C:81]([O:83][CH2:84][C:85]1[CH:90]=[CH:89][CH:88]=[CH:87][CH:86]=1)=[O:82].C1C=CC2N(O)N=NC=2C=1.CCN=C=NCCCN(C)C.Cl. The catalyst is C1COCC1.C(Cl)(Cl)Cl.CO. The product is [NH:74]([C:94]([O:96][C:97]([CH3:100])([CH3:99])[CH3:98])=[O:95])[C@H:75]([C:91]([NH:1][C@H:2]([C:15]([NH:17][C@H:18]([C:31]([NH:33][C@H:34]([C:50]([O:52][CH3:53])=[O:51])[CH2:35][CH2:36][CH2:37][CH2:38][NH:39][C:40]([O:42][CH2:43][C:44]1[CH:49]=[CH:48][CH:47]=[CH:46][CH:45]=1)=[O:41])=[O:32])[CH2:19][CH2:20][CH2:21][CH2:22][NH:23][C:24]([O:26][C:27]([CH3:29])([CH3:28])[CH3:30])=[O:25])=[O:16])[CH2:3][CH2:4][CH2:5][CH2:6][NH:7][C:8]([O:10][C:11]([CH3:12])([CH3:14])[CH3:13])=[O:9])=[O:92])[CH2:76][CH2:77][CH2:78][CH2:79][NH:80][C:81]([O:83][CH2:84][C:85]1[CH:86]=[CH:87][CH:88]=[CH:89][CH:90]=1)=[O:82]. The yield is 0.590. (2) The reactants are S(Cl)([Cl:3])=O.C(OC([N:12]1[CH2:17][CH2:16][CH2:15][CH2:14][CH:13]1[CH2:18][C:19]([OH:21])=[O:20])=O)(C)(C)C.[CH3:22]O. No catalyst specified. The product is [ClH:3].[NH:12]1[CH2:17][CH2:16][CH2:15][CH2:14][CH:13]1[CH2:18][C:19]([O:21][CH3:22])=[O:20]. The yield is 0.900. (3) The reactants are [CH3:1][C:2]1(C)OC(=O)[CH:5]([C:9](=[O:20])[CH2:10][C:11]2[CH:16]=[C:15]([F:17])[C:14]([F:18])=[CH:13][C:12]=2[F:19])[C:4](=[O:21])[O:3]1. The catalyst is C(O)C. The product is [O:20]=[C:9]([CH2:10][C:11]1[CH:16]=[C:15]([F:17])[C:14]([F:18])=[CH:13][C:12]=1[F:19])[CH2:5][C:4]([O:3][CH2:2][CH3:1])=[O:21]. The yield is 0.880.